The task is: Predict the reaction yield, written as a fraction of the theoretical maximum amount of product (1.0 means a 100% yield; for example, 0.34 means a 34% yield).. This data is from Reaction yield outcomes from USPTO patents with 853,638 reactions. (1) The reactants are [Br:1][C:2]1[CH:3]=[C:4]2[C:8](=[CH:9][CH:10]=1)[NH:7][C:6](=[O:11])[C:5]2=O.[F:13][C:14]([F:23])([F:22])[C:15]1[CH:16]=[C:17]([CH:19]=[CH:20][CH:21]=1)[NH2:18].C(O)(=O)C. The catalyst is CO. The product is [Br:1][C:2]1[CH:3]=[C:4]2[C:8](=[CH:9][CH:10]=1)[NH:7][C:6](=[O:11])/[C:5]/2=[N:18]\[C:17]1[CH:19]=[CH:20][CH:21]=[C:15]([C:14]([F:13])([F:22])[F:23])[CH:16]=1. The yield is 0.400. (2) The reactants are N[C:2]1[CH:7]=[CH:6][C:5]([C:8]([OH:17])([C:13]([F:16])([F:15])[F:14])[C:9]([F:12])([F:11])[F:10])=[CH:4][CH:3]=1.N([O-])=O.[Na+].[BrH:22]. The catalyst is O.[Cu]Br. The product is [Br:22][C:2]1[CH:7]=[CH:6][C:5]([C:8]([OH:17])([C:13]([F:16])([F:15])[F:14])[C:9]([F:12])([F:11])[F:10])=[CH:4][CH:3]=1. The yield is 0.570. (3) The reactants are [Cl:1][C:2]1[N:3]=[C:4]([CH2:9][CH3:10])[NH:5][C:6]=1[CH2:7][OH:8]. The catalyst is C(Cl)Cl.O1CCOCC1.[O-2].[O-2].[Mn+4]. The product is [Cl:1][C:2]1[N:3]=[C:4]([CH2:9][CH3:10])[NH:5][C:6]=1[CH:7]=[O:8]. The yield is 0.480. (4) The reactants are [CH:1]([C:4]1[C:5]([O:17][CH2:18][CH2:19][CH3:20])=[C:6]([CH:14]=[CH:15][CH:16]=1)[CH2:7][N:8]([CH3:13])[C:9](=[O:12])[CH:10]=[CH2:11])([CH3:3])[CH3:2].C(N(C(C)C)CC)(C)C.Br[C:31]1[CH:42]=[N:41][C:34]2[NH:35][C:36](=[O:40])[CH2:37][NH:38][CH2:39][C:33]=2[CH:32]=1.CC1C=CC=CC=1P(C1C=CC=CC=1C)C1C=CC=CC=1C. The catalyst is C(#N)CC.CN(C=O)C.CC([O-])=O.CC([O-])=O.[Pd+2]. The product is [CH:1]([C:4]1[C:5]([O:17][CH2:18][CH2:19][CH3:20])=[C:6]([CH:14]=[CH:15][CH:16]=1)[CH2:7][N:8]([CH3:13])[C:9](=[O:12])/[CH:10]=[CH:11]/[C:31]1[CH:42]=[N:41][C:34]2[NH:35][C:36](=[O:40])[CH2:37][NH:38][CH2:39][C:33]=2[CH:32]=1)([CH3:3])[CH3:2]. The yield is 0.330. (5) The reactants are Br[C:2]1[CH:3]=[CH:4][C:5]2[O:9][C:8](=[O:10])[N:7]([CH2:11][C:12]([N:14]([CH3:21])[C:15]3[CH:20]=[CH:19][CH:18]=[CH:17][CH:16]=3)=[O:13])[C:6]=2[CH:22]=1.[Na+].[C:24]1([S:30]([O-:32])=[O:31])[CH:29]=[CH:28][CH:27]=[CH:26][CH:25]=1.O. The catalyst is CN(C)C=O.[Cu](I)I. The product is [CH3:21][N:14]([C:15]1[CH:20]=[CH:19][CH:18]=[CH:17][CH:16]=1)[C:12](=[O:13])[CH2:11][N:7]1[C:6]2[CH:22]=[C:2]([S:30]([C:24]3[CH:29]=[CH:28][CH:27]=[CH:26][CH:25]=3)(=[O:32])=[O:31])[CH:3]=[CH:4][C:5]=2[O:9][C:8]1=[O:10]. The yield is 0.0300.